From a dataset of Forward reaction prediction with 1.9M reactions from USPTO patents (1976-2016). Predict the product of the given reaction. (1) Given the reactants [CH3:1][C:2]1[CH:3]=[C:4]([CH:6]=[CH:7][CH:8]=1)[NH2:5].[Br:9][CH2:10][C:11](Cl)=[O:12], predict the reaction product. The product is: [Br:9][CH2:10][C:11]([NH:5][C:4]1[CH:6]=[CH:7][CH:8]=[C:2]([CH3:1])[CH:3]=1)=[O:12]. (2) The product is: [CH2:1]([O:3][C:4](=[O:21])[CH2:5][O:6][C:7]1[CH:12]=[CH:11][C:10]([OH:13])=[CH:9][CH:8]=1)[CH3:2]. Given the reactants [CH2:1]([O:3][C:4](=[O:21])[CH2:5][O:6][C:7]1[CH:12]=[CH:11][C:10]([O:13]CC2C=CC=CC=2)=[CH:9][CH:8]=1)[CH3:2].CCOC(C)=O, predict the reaction product. (3) Given the reactants [C:1]([O:5][C:6]([N:8]1[C:16]2[C:11](=[CH:12][CH:13]=[CH:14][CH:15]=2)[C:10](/[CH:17]=[CH:18]/[C:19]([OH:21])=O)=[CH:9]1)=[O:7])([CH3:4])([CH3:3])[CH3:2].[CH:22]([NH:25][NH:26][C:27](=[O:35])[C:28]1[CH:33]=[CH:32][C:31]([CH3:34])=[CH:30][CH:29]=1)([CH3:24])[CH3:23].CN(C(ON1N=NC2C=CC=NC1=2)=[N+](C)C)C.F[P-](F)(F)(F)(F)F.C(N(CC)C(C)C)(C)C, predict the reaction product. The product is: [CH:22]([N:25]([C:19](=[O:21])/[CH:18]=[CH:17]/[C:10]1[C:11]2[C:16](=[CH:15][CH:14]=[CH:13][CH:12]=2)[N:8]([C:6]([O:5][C:1]([CH3:4])([CH3:3])[CH3:2])=[O:7])[CH:9]=1)[NH:26][C:27](=[O:35])[C:28]1[CH:29]=[CH:30][C:31]([CH3:34])=[CH:32][CH:33]=1)([CH3:24])[CH3:23]. (4) Given the reactants [NH:1]1[CH2:6][CH2:5][CH2:4][C@H:3]([N:7]2[CH:11]=[C:10]([O:12][C:13]3[N:14]=[C:15]([OH:23])[C:16]4[CH:22]=[CH:21][N:20]=[CH:19][C:17]=4[N:18]=3)[CH:9]=[N:8]2)[CH2:2]1.[C:24](Cl)(=[O:26])[CH3:25], predict the reaction product. The product is: [OH:23][C:15]1[C:16]2[CH:22]=[CH:21][N:20]=[CH:19][C:17]=2[N:18]=[C:13]([O:12][C:10]2[CH:9]=[N:8][N:7]([C@H:3]3[CH2:4][CH2:5][CH2:6][N:1]([C:24](=[O:26])[CH3:25])[CH2:2]3)[CH:11]=2)[N:14]=1. (5) Given the reactants [Si:1]([O:8][CH2:9][C@@H:10]1[C@H:14]2[O:15][C:16]([CH3:19])([CH3:18])[O:17][C@H:13]2[CH:12]([CH2:20][C:21]#[N:22])[N:11]1O)([C:4]([CH3:7])([CH3:6])[CH3:5])([CH3:3])[CH3:2].C(O)(=O)C, predict the reaction product. The product is: [Si:1]([O:8][CH2:9][C@@H:10]1[C@H:14]2[O:15][C:16]([CH3:19])([CH3:18])[O:17][C@H:13]2[C@H:12]([CH2:20][C:21]#[N:22])[NH:11]1)([C:4]([CH3:6])([CH3:7])[CH3:5])([CH3:3])[CH3:2]. (6) Given the reactants COC([CH:5]1[CH2:10][NH:9][CH2:8][CH2:7][N:6]1[C:11]1[CH:16]=[CH:15][C:14]([C:17]([F:20])([F:19])[F:18])=[CH:13][N:12]=1)=O.[CH3:21][O:22][C:23](C1N(C2C=CC(C(F)(F)F)=CN=2)CCN([C:23]([O:22][C:21](C)(C)C)=[O:24])C1)=[O:24].C(O)(C(F)(F)F)=O.C(Cl)Cl, predict the reaction product. The product is: [CH3:21][O:22][C:23]([C@H:10]1[CH2:5][N:6]([C:11]2[CH:16]=[CH:15][C:14]([C:17]([F:18])([F:19])[F:20])=[CH:13][N:12]=2)[CH2:7][CH2:8][NH:9]1)=[O:24]. (7) Given the reactants [Cl:1][CH2:2][CH2:3][C:4]1[CH:9]=[CH:8][C:7]([NH:10][C:11](=[O:13])[CH3:12])=[C:6]([CH3:14])[CH:5]=1.I[CH3:16], predict the reaction product. The product is: [Cl:1][CH2:2][CH2:3][C:4]1[CH:9]=[CH:8][C:7]([N:10]([CH3:16])[C:11](=[O:13])[CH3:12])=[C:6]([CH3:14])[CH:5]=1. (8) Given the reactants [C:1]([O:9][CH2:10][C@@H:11]1[C@@H:15]([O:16][C:17](=[O:24])[C:18]2[CH:23]=[CH:22][CH:21]=[CH:20][CH:19]=2)[C@H:14]([F:25])[C@H:13]([N:26]2[CH:34]=[N:33][C:32]3[C:27]2=[N:28][CH:29]=[N:30][C:31]=3[NH2:35])[C:12]1(O)[CH2:36]O)(=[O:8])[C:2]1[CH:7]=[CH:6][CH:5]=[CH:4][CH:3]=1.C([O-])(O)=O.[Na+], predict the reaction product. The product is: [C:1]([O:9][CH2:10][C@@H:11]1[C@@H:15]([O:16][C:17](=[O:24])[C:18]2[CH:23]=[CH:22][CH:21]=[CH:20][CH:19]=2)[C@H:14]([F:25])[C@H:13]([N:26]2[CH:34]=[N:33][C:32]3[C:27]2=[N:28][CH:29]=[N:30][C:31]=3[NH2:35])[C:12]1=[CH2:36])(=[O:8])[C:2]1[CH:3]=[CH:4][CH:5]=[CH:6][CH:7]=1.